Predict the product of the given reaction. From a dataset of Forward reaction prediction with 1.9M reactions from USPTO patents (1976-2016). (1) The product is: [CH2:7]([N:14]1[CH:18]=[C:17]([C:19]2[C:27]3[C:22](=[N:23][CH:24]=[C:25]([C:28]4[CH:29]=[N:30][N:31]([CH3:33])[CH:32]=4)[CH:26]=3)[NH:21][CH:20]=2)[N:16]=[N:15]1)[C:8]1[CH:13]=[CH:12][CH:11]=[CH:10][CH:9]=1. Given the reactants C(=O)([O-])[O-].[K+].[K+].[CH2:7]([N:14]1[CH:18]=[C:17]([C:19]2[C:27]3[C:22](=[N:23][CH:24]=[C:25]([C:28]4[CH:29]=[N:30][N:31]([CH3:33])[CH:32]=4)[CH:26]=3)[N:21](C(OC(C)(C)C)=O)[CH:20]=2)[N:16]=[N:15]1)[C:8]1[CH:13]=[CH:12][CH:11]=[CH:10][CH:9]=1, predict the reaction product. (2) Given the reactants [CH2:1]([O:8][C:9]1[C:10]([C:30]([O:32][C:33]([CH3:36])([CH3:35])[CH3:34])=[O:31])=[N:11][C:12]([CH2:16][CH:17]2[CH2:22][CH2:21][N:20]([C:23]3[CH:28]=[CH:27][C:26](Br)=[CH:25][N:24]=3)[CH2:19][CH2:18]2)=[N:13][C:14]=1[CH3:15])[C:2]1[CH:7]=[CH:6][CH:5]=[CH:4][CH:3]=1.[B:37]1([B:37]2[O:41][C:40]([CH3:43])([CH3:42])[C:39]([CH3:45])([CH3:44])[O:38]2)[O:41][C:40]([CH3:43])([CH3:42])[C:39]([CH3:45])([CH3:44])[O:38]1.C([O-])(=O)C.[K+], predict the reaction product. The product is: [CH2:1]([O:8][C:9]1[C:10]([C:30]([O:32][C:33]([CH3:36])([CH3:35])[CH3:34])=[O:31])=[N:11][C:12]([CH2:16][CH:17]2[CH2:22][CH2:21][N:20]([C:23]3[CH:28]=[C:27]([B:37]4[O:41][C:40]([CH3:43])([CH3:42])[C:39]([CH3:45])([CH3:44])[O:38]4)[CH:26]=[CH:25][N:24]=3)[CH2:19][CH2:18]2)=[N:13][C:14]=1[CH3:15])[C:2]1[CH:7]=[CH:6][CH:5]=[CH:4][CH:3]=1. (3) Given the reactants [F:1][C:2]1([F:29])[CH2:7][CH2:6][N:5]([C:8]([C:10]2[NH:11][C:12]3[C:17]([CH:18]=2)=[CH:16][C:15]([O:19][CH:20]2[CH2:25][CH2:24][N:23]([CH:26]([CH3:28])[CH3:27])[CH2:22][CH2:21]2)=[CH:14][CH:13]=3)=[O:9])[CH2:4][CH2:3]1.[Cl:30][C:31]1[CH:36]=[C:35](B(O)O)[CH:34]=[CH:33][N:32]=1, predict the reaction product. The product is: [Cl:30][C:31]1[CH:36]=[C:35]([N:11]2[C:12]3[C:17](=[CH:16][C:15]([O:19][CH:20]4[CH2:25][CH2:24][N:23]([CH:26]([CH3:27])[CH3:28])[CH2:22][CH2:21]4)=[CH:14][CH:13]=3)[CH:18]=[C:10]2[C:8]([N:5]2[CH2:6][CH2:7][C:2]([F:1])([F:29])[CH2:3][CH2:4]2)=[O:9])[CH:34]=[CH:33][N:32]=1.